From a dataset of Forward reaction prediction with 1.9M reactions from USPTO patents (1976-2016). Predict the product of the given reaction. (1) The product is: [N+:1]([C:4]1[CH:11]=[CH:10][CH:9]=[CH:8][C:5]=1[CH2:6][O:7][C:19]([NH:18][CH:12]1[CH2:17][CH2:16][CH2:15][CH2:14][CH2:13]1)=[O:20])([O-:3])=[O:2]. Given the reactants [N+:1]([C:4]1[CH:11]=[CH:10][CH:9]=[CH:8][C:5]=1[CH2:6][OH:7])([O-:3])=[O:2].[CH:12]1([N:18]=[C:19]=[O:20])[CH2:17][CH2:16][CH2:15][CH2:14][CH2:13]1.[N+](C1C=CC=CC=1COC(CCCCCCCCN)=O)([O-])=O, predict the reaction product. (2) Given the reactants Cl[C:2]1[C:7]([F:8])=[CH:6][CH:5]=[CH:4][N:3]=1.[Cl:9][C:10]1[CH:15]=[CH:14][C:13](B(O)O)=[CH:12][CH:11]=1.C(=O)([O-])[O-].[Na+].[Na+].C1(C)C=CC=CC=1, predict the reaction product. The product is: [Cl:9][C:10]1[CH:15]=[CH:14][C:13]([C:2]2[C:7]([F:8])=[CH:6][CH:5]=[CH:4][N:3]=2)=[CH:12][CH:11]=1.